Dataset: Full USPTO retrosynthesis dataset with 1.9M reactions from patents (1976-2016). Task: Predict the reactants needed to synthesize the given product. (1) Given the product [CH3:24][O:25][C:26]1[CH:31]=[C:30]([NH:1][CH:2]2[CH2:11][C:10]3[CH:9]=[C:8]([C:12]([O:14][CH3:15])=[O:13])[CH:7]=[CH:6][C:5]=3[CH2:4][CH2:3]2)[CH:29]=[CH:28][CH:27]=1, predict the reactants needed to synthesize it. The reactants are: [NH2:1][CH:2]1[CH2:11][C:10]2[CH:9]=[C:8]([C:12]([O:14][CH3:15])=[O:13])[CH:7]=[CH:6][C:5]=2[CH2:4][CH2:3]1.Cl.C(N(CC)CC)C.[CH3:24][O:25][C:26]1[CH:27]=[C:28](B(O)O)[CH:29]=[CH:30][CH:31]=1. (2) The reactants are: Br[C:2]1[CH:3]=[N:4][CH:5]=[C:6]([CH:12]=1)[C:7]([O:9][CH2:10][CH3:11])=[O:8].[F:13][C:14]([F:25])([F:24])[C:15]1[CH:20]=[CH:19][C:18](B(O)O)=[CH:17][CH:16]=1.C(=O)([O-])[O-].[Na+].[Na+]. Given the product [F:13][C:14]([F:25])([F:24])[C:15]1[CH:20]=[CH:19][C:18]([C:2]2[CH:12]=[C:6]([C:7]([O:9][CH2:10][CH3:11])=[O:8])[CH:5]=[N:4][CH:3]=2)=[CH:17][CH:16]=1, predict the reactants needed to synthesize it. (3) Given the product [Cl:1][C:2]1[CH:34]=[CH:33][CH:32]=[C:31]([C:35]([F:38])([F:37])[F:36])[C:3]=1[C:4]([N:6]1[C:14]2[C:9](=[CH:10][CH:11]=[C:12]([C:15](=[S:48])[N:16]([CH3:18])[CH3:17])[CH:13]=2)[C:8]([C:20]2[CH:29]=[CH:28][C:23]([C:24]([O:26][CH3:27])=[O:25])=[CH:22][C:21]=2[F:30])=[N:7]1)=[O:5], predict the reactants needed to synthesize it. The reactants are: [Cl:1][C:2]1[CH:34]=[CH:33][CH:32]=[C:31]([C:35]([F:38])([F:37])[F:36])[C:3]=1[C:4]([N:6]1[C:14]2[C:9](=[CH:10][CH:11]=[C:12]([C:15](=O)[N:16]([CH3:18])[CH3:17])[CH:13]=2)[C:8]([C:20]2[CH:29]=[CH:28][C:23]([C:24]([O:26][CH3:27])=[O:25])=[CH:22][C:21]=2[F:30])=[N:7]1)=[O:5].COC1C=CC(P2(SP(C3C=CC(OC)=CC=3)(=S)S2)=[S:48])=CC=1. (4) Given the product [Cl:35][C:6]1[CH:7]=[C:8]([C:11]2[CH:12]=[C:13]([C:32]([NH2:34])=[O:33])[C:14]3[NH:15][C:16]4[C:21]([C:22]=3[CH:23]=2)=[CH:20][CH:19]=[C:18]([N:24]2[CH2:29][CH2:28][S:27](=[O:31])(=[O:30])[CH2:26][CH2:25]2)[CH:17]=4)[CH:9]=[CH:10][C:5]=1[O:4][CH2:3][CH2:2][N:36]1[CH2:41][CH2:40][O:39][CH2:38][CH2:37]1, predict the reactants needed to synthesize it. The reactants are: Br[CH2:2][CH2:3][O:4][C:5]1[CH:10]=[CH:9][C:8]([C:11]2[CH:12]=[C:13]([C:32]([NH2:34])=[O:33])[C:14]3[NH:15][C:16]4[C:21]([C:22]=3[CH:23]=2)=[CH:20][CH:19]=[C:18]([N:24]2[CH2:29][CH2:28][S:27](=[O:31])(=[O:30])[CH2:26][CH2:25]2)[CH:17]=4)=[CH:7][C:6]=1[Cl:35].[NH:36]1[CH2:41][CH2:40][O:39][CH2:38][CH2:37]1.C([O-])([O-])=O.[K+].[K+]. (5) Given the product [O:17]=[C:16]1[NH:15][N:14]=[C:13]([CH2:18][CH2:19][CH3:20])/[C:12]/1=[C:4]1/[NH:5][C:6]2[C:11]([C:2]([S:31][C:28]3[CH:27]=[CH:26][C:25]([NH:24][C:21](=[O:23])[CH3:22])=[CH:30][CH:29]=3)=[CH:3]/1)=[CH:10][CH:9]=[CH:8][CH:7]=2, predict the reactants needed to synthesize it. The reactants are: Cl[C:2]1[C:11]2[C:6](=[CH:7][CH:8]=[CH:9][CH:10]=2)[NH:5]/[C:4](=[C:12]2/[C:13]([CH2:18][CH2:19][CH3:20])=[N:14][NH:15][C:16]/2=[O:17])/[CH:3]=1.[C:21]([NH:24][C:25]1[CH:30]=[CH:29][C:28]([SH:31])=[CH:27][CH:26]=1)(=[O:23])[CH3:22]. (6) Given the product [C:4]([O:3][C:1](=[O:2])[NH:28][C:29]1([C:33](=[O:32])[NH2:17])[CH2:30][CH2:31]1)([CH3:7])([CH3:6])[CH3:5], predict the reactants needed to synthesize it. The reactants are: [C:1](C1CC1(N)C(O)=O)([O:3][C:4]([CH3:7])([CH3:6])[CH3:5])=[O:2].C([N:17](CC)CC)C.C(OC(Cl)=O)C.[NH3:28].[CH2:29]1[CH2:33][O:32][CH2:31][CH2:30]1.